Dataset: Catalyst prediction with 721,799 reactions and 888 catalyst types from USPTO. Task: Predict which catalyst facilitates the given reaction. (1) Reactant: [C:1]([O:5][C:6]([N:8]1[CH2:11][CH:10]([C:12]([OH:14])=O)[CH2:9]1)=[O:7])([CH3:4])([CH3:3])[CH3:2].O.ON1C2C=CC=CC=2N=N1.Cl.[CH3:27][NH:28][CH3:29].Cl.CN(C)CCCN=C=NCC.CCN(C(C)C)C(C)C. Product: [C:1]([O:5][C:6]([N:8]1[CH2:11][CH:10]([C:12](=[O:14])[N:28]([CH3:29])[CH3:27])[CH2:9]1)=[O:7])([CH3:4])([CH3:3])[CH3:2]. The catalyst class is: 3. (2) Reactant: [CH3:1][O:2][C:3]1[CH:4]=[C:5]([CH:34]=[CH:35][CH:36]=1)[CH2:6][NH:7][C:8]([C:10]1[CH:14]=[C:13]([C:15]2[C:23]3[C:18](=[N:19][CH:20]=[CH:21][CH:22]=3)[N:17](S(C3C=CC(C)=CC=3)(=O)=O)[CH:16]=2)[S:12][CH:11]=1)=[O:9].O[Li].O. Product: [CH3:1][O:2][C:3]1[CH:4]=[C:5]([CH:34]=[CH:35][CH:36]=1)[CH2:6][NH:7][C:8]([C:10]1[CH:14]=[C:13]([C:15]2[C:23]3[C:18](=[N:19][CH:20]=[CH:21][CH:22]=3)[NH:17][CH:16]=2)[S:12][CH:11]=1)=[O:9]. The catalyst class is: 249. (3) Reactant: [CH3:1][C:2]1([CH2:12][O:13]CC#C)[NH:6][C:5]2(CCC[CH2:8][CH2:7]2)[O:4][CH2:3]1.Cl. Product: [NH2:6][C:2]([CH3:1])([CH2:3][O:4][CH2:5][C:7]#[CH:8])[CH2:12][OH:13]. The catalyst class is: 6. (4) Reactant: [F:1][C:2]1[CH:3]=[C:4]([C:7]([NH:9][CH2:10][C:11]2[CH:16]=[C:15]([C:17]3[CH:18]=[N:19][C:20]([C:23]([F:26])([F:25])[F:24])=[CH:21][CH:22]=3)[CH:14]=[C:13]([O:27][CH2:28][CH2:29][O:30][CH3:31])[N:12]=2)=[O:8])[NH:5][CH:6]=1.C(N(CC)CC)C.[F:39][C:40]1[CH:45]=[CH:44][C:43]([S:46](Cl)(=[O:48])=[O:47])=[CH:42][CH:41]=1. Product: [F:1][C@H:2]1[CH2:6][N:5]([S:46]([C:43]2[CH:44]=[CH:45][C:40]([F:39])=[CH:41][CH:42]=2)(=[O:48])=[O:47])[C@H:4]([C:7]([NH:9][CH2:10][C:11]2[CH:16]=[C:15]([C:17]3[CH:18]=[N:19][C:20]([C:23]([F:25])([F:26])[F:24])=[CH:21][CH:22]=3)[CH:14]=[C:13]([O:27][CH2:28][CH2:29][O:30][CH3:31])[N:12]=2)=[O:8])[CH2:3]1. The catalyst class is: 46. (5) Reactant: [CH:1]([C:4]1[N:8]2[CH:9]=[CH:10][CH:11]=[CH:12][C:7]2=[N:6][C:5]=1[C:13]([O-:15])=[O:14])([CH3:3])[CH3:2].[Li+].[ClH:17].[Cl-].[Li+]. Product: [ClH:17].[CH:1]([C:4]1[N:8]2[CH:9]=[CH:10][CH:11]=[CH:12][C:7]2=[N:6][C:5]=1[C:13]([OH:15])=[O:14])([CH3:3])[CH3:2]. The catalyst class is: 6.